From a dataset of Peptide-MHC class I binding affinity with 185,985 pairs from IEDB/IMGT. Regression. Given a peptide amino acid sequence and an MHC pseudo amino acid sequence, predict their binding affinity value. This is MHC class I binding data. (1) The peptide sequence is HDVYGVSNF. The MHC is HLA-B44:03 with pseudo-sequence HLA-B44:03. The binding affinity (normalized) is 0.0885. (2) The peptide sequence is FLKENGGL. The MHC is HLA-A02:01 with pseudo-sequence HLA-A02:01. The binding affinity (normalized) is 0.192. (3) The peptide sequence is IGGNYVHLPL. The MHC is Mamu-B52 with pseudo-sequence Mamu-B52. The binding affinity (normalized) is 0.676. (4) The peptide sequence is TQHPDYAILA. The MHC is HLA-A02:01 with pseudo-sequence HLA-A02:01. The binding affinity (normalized) is 0.185. (5) The peptide sequence is LTISFFLIM. The MHC is HLA-A32:01 with pseudo-sequence HLA-A32:01. The binding affinity (normalized) is 0.135. (6) The peptide sequence is LARTAKVKN. The MHC is HLA-A02:01 with pseudo-sequence HLA-A02:01. The binding affinity (normalized) is 0. (7) The peptide sequence is VPADHRLAF. The MHC is HLA-B15:17 with pseudo-sequence HLA-B15:17. The binding affinity (normalized) is 0.0847. (8) The peptide sequence is EIKFNDITF. The MHC is HLA-A03:01 with pseudo-sequence HLA-A03:01. The binding affinity (normalized) is 0.0847.